This data is from Forward reaction prediction with 1.9M reactions from USPTO patents (1976-2016). The task is: Predict the product of the given reaction. (1) Given the reactants [CH3:1][C:2]1[C:3]([NH2:8])=[N:4][CH:5]=[CH:6][CH:7]=1.[N+:9]([O-])([OH:11])=[O:10].N, predict the reaction product. The product is: [CH3:1][C:2]1[C:3]([NH2:8])=[N:4][CH:5]=[C:6]([N+:9]([O-:11])=[O:10])[CH:7]=1. (2) Given the reactants Cl[C:2]1[N:7]=[CH:6][N:5]=[C:4]([N:8]([CH3:21])[C@H:9]2[C@@H:13]3[O:14][C:15]([CH3:18])([CH3:17])[O:16][C@@H:12]3[C@@H:11]([CH2:19][OH:20])[CH2:10]2)[CH:3]=1.C(N(CC)C(C)C)(C)C.[NH2:31][C@@H:32]1[C:40]2[C:35](=[CH:36][CH:37]=[CH:38][CH:39]=2)[CH2:34][CH2:33]1, predict the reaction product. The product is: [C@@H:32]1([NH:31][C:2]2[N:7]=[CH:6][N:5]=[C:4]([N:8]([CH3:21])[C@H:9]3[C@@H:13]4[O:14][C:15]([CH3:18])([CH3:17])[O:16][C@@H:12]4[C@@H:11]([CH2:19][OH:20])[CH2:10]3)[CH:3]=2)[C:40]2[C:35](=[CH:36][CH:37]=[CH:38][CH:39]=2)[CH2:34][CH2:33]1. (3) Given the reactants [Br:1][C:2]1[C:6]2[CH:7]=[N:8][C:9]([N+:23]([O-:25])=[O:24])=[C:10]([O:11]C(C3C(Cl)=CC=C(F)C=3Cl)C)[C:5]=2[O:4][CH:3]=1.Br, predict the reaction product. The product is: [Br:1][C:2]1[C:6]2[CH:7]=[N:8][C:9]([N+:23]([O-:25])=[O:24])=[C:10]([OH:11])[C:5]=2[O:4][CH:3]=1. (4) Given the reactants [Br:1][C:2]1[CH:7]=[CH:6][C:5]([O:8][CH2:9][CH2:10]Br)=[CH:4][CH:3]=1.[NH:12]1[CH:16]=[CH:15][CH:14]=[N:13]1.C(=O)([O-])[O-].[Cs+].[Cs+], predict the reaction product. The product is: [Br:1][C:2]1[CH:7]=[CH:6][C:5]([O:8][CH2:9][CH2:10][N:12]2[CH:16]=[CH:15][CH:14]=[N:13]2)=[CH:4][CH:3]=1. (5) Given the reactants [NH2:1][C:2]1[C:3]([SH:9])=[N:4][C:5]([Cl:8])=[N:6][CH:7]=1.[CH3:10][C:11]1([CH3:19])[NH:16][C:15](=[O:17])[CH2:14][C:13](=O)[CH2:12]1, predict the reaction product. The product is: [Cl:8][C:5]1[N:6]=[CH:7][C:2]2[NH:1][C:13]3[CH2:12][C:11]([CH3:19])([CH3:10])[NH:16][C:15](=[O:17])[C:14]=3[S:9][C:3]=2[N:4]=1. (6) Given the reactants [CH3:1][N:2]([CH3:20])[CH2:3][CH2:4][CH2:5][O:6][C:7]1[CH:12]=[CH:11][C:10]([NH2:13])=[CH:9][C:8]=1[C:14]1[N:15]([CH3:19])[N:16]=[CH:17][CH:18]=1.[F:21][C:22]([F:33])([F:32])[C:23]1[CH:28]=[CH:27][C:26]([N:29]=[C:30]=[O:31])=[CH:25][CH:24]=1, predict the reaction product. The product is: [CH3:20][N:2]([CH3:1])[CH2:3][CH2:4][CH2:5][O:6][C:7]1[CH:12]=[CH:11][C:10]([NH:13][C:30]([NH:29][C:26]2[CH:25]=[CH:24][C:23]([C:22]([F:21])([F:32])[F:33])=[CH:28][CH:27]=2)=[O:31])=[CH:9][C:8]=1[C:14]1[N:15]([CH3:19])[N:16]=[CH:17][CH:18]=1. (7) Given the reactants C([O-])=O.Cl[C:5]1C=CC(C=O)=C[CH:6]=1.[CH2:13]([O:15][C:16]([N:18]1[CH2:23][CH2:22][CH:21]([NH:24][S:25]([C:28]2[C:37]3[C:32](=[CH:33][CH:34]=[CH:35][CH:36]=3)[C:31]([CH2:38][NH:39][CH:40]3[CH2:45][CH2:44][CH2:43][CH2:42][CH2:41]3)=[CH:30][CH:29]=2)(=[O:27])=[O:26])[CH2:20][CH2:19]1)=[O:17])[CH3:14].C(OC(N1CCC(NS(C2C3C(=CC=CC=3)C(CN)=CC=2)(=O)=O)CC1)=O)C, predict the reaction product. The product is: [CH2:13]([O:15][C:16]([N:18]1[CH2:19][CH2:20][CH:21]([NH:24][S:25]([C:28]2[C:37]3[C:32](=[CH:33][CH:34]=[CH:35][CH:36]=3)[C:31]([CH2:38][N:39]([CH:40]3[CH2:45][CH2:44][CH2:43][CH2:42][CH2:41]3)[CH2:5][CH3:6])=[CH:30][CH:29]=2)(=[O:27])=[O:26])[CH2:22][CH2:23]1)=[O:17])[CH3:14]. (8) The product is: [C:9]([S:11][CH:17]([C:18]1[CH:23]=[CH:22][CH:21]=[CH:20][CH:19]=1)[CH3:16])(=[S:10])[C:8]1[CH:7]=[CH:15][CH:14]=[CH:13][CH:12]=1. Given the reactants C1([C:7]2[CH:15]=[CH:14][CH:13]=[CH:12][C:8]=2[C:9]([SH:11])=[S:10])C=CC=CC=1.[CH2:16]=[CH:17][C:18]1[CH:23]=[CH:22][CH:21]=[CH:20][CH:19]=1, predict the reaction product. (9) Given the reactants [CH:1]1[C:13]2[CH:12]([CH2:14][O:15][C:16]([NH:18][C@H:19]([CH2:49][CH2:50][CH2:51][OH:52])[C:20]([O:22][C@H:23]([C:34]3[CH:39]=[CH:38][C:37]([O:40][CH:41]([F:43])[F:42])=[C:36]([O:44][CH2:45][CH:46]4[CH2:48][CH2:47]4)[CH:35]=3)[CH2:24][C:25]3[C:30]([Cl:31])=[CH:29][N+:28]([O-:32])=[CH:27][C:26]=3[Cl:33])=[O:21])=[O:17])[C:11]3[C:6](=[CH:7][CH:8]=[CH:9][CH:10]=3)[C:5]=2[CH:4]=[CH:3][CH:2]=1.[C:53](Cl)(=[O:55])[CH3:54], predict the reaction product. The product is: [CH:10]1[C:11]2[CH:12]([CH2:14][O:15][C:16]([NH:18][C@H:19]([CH2:49][CH2:50][CH2:51][O:52][C:53](=[O:55])[CH3:54])[C:20]([O:22][C@H:23]([C:34]3[CH:39]=[CH:38][C:37]([O:40][CH:41]([F:43])[F:42])=[C:36]([O:44][CH2:45][CH:46]4[CH2:47][CH2:48]4)[CH:35]=3)[CH2:24][C:25]3[C:26]([Cl:33])=[CH:27][N+:28]([O-:32])=[CH:29][C:30]=3[Cl:31])=[O:21])=[O:17])[C:13]3[C:5](=[CH:4][CH:3]=[CH:2][CH:1]=3)[C:6]=2[CH:7]=[CH:8][CH:9]=1. (10) The product is: [CH2:14]([O:21][C:22]1[C:23]([CH3:32])=[C:24]2[N:29]([CH:30]=1)[N:28]=[CH:27][N:26]=[C:25]2[O:8][C:7]1[C:2]([F:1])=[C:3]2[CH:11]=[CH:10][NH:9][C:4]2=[N:5][CH:6]=1)[C:15]1[CH:16]=[CH:17][CH:18]=[CH:19][CH:20]=1. Given the reactants [F:1][C:2]1[C:7]([OH:8])=[CH:6][N:5]=[C:4]2[NH:9][CH:10]=[CH:11][C:3]=12.[H-].[Na+].[CH2:14]([O:21][C:22]1[C:23]([CH3:32])=[C:24]2[N:29]([CH:30]=1)[N:28]=[CH:27][N:26]=[C:25]2Cl)[C:15]1[CH:20]=[CH:19][CH:18]=[CH:17][CH:16]=1.[Cl-].[NH4+], predict the reaction product.